From a dataset of Reaction yield outcomes from USPTO patents with 853,638 reactions. Predict the reaction yield, written as a fraction of the theoretical maximum amount of product (1.0 means a 100% yield; for example, 0.34 means a 34% yield). (1) The reactants are [NH2:1][C:2]1[N:7]2[CH:8]=[C:9]([CH3:11])[N:10]=[C:6]2[C:5]([C:12]([NH:14][CH2:15][CH:16]2[CH2:21][CH2:20][N:19]([CH2:22][C:23](=[O:28])[C:24]([CH3:27])([CH3:26])[CH3:25])[CH2:18][CH2:17]2)=[O:13])=[CH:4][C:3]=1[Cl:29].[BH4-].[Na+]. The catalyst is CO. The product is [NH2:1][C:2]1[N:7]2[CH:8]=[C:9]([CH3:11])[N:10]=[C:6]2[C:5]([C:12]([NH:14][CH2:15][CH:16]2[CH2:17][CH2:18][N:19]([CH2:22][CH:23]([OH:28])[C:24]([CH3:25])([CH3:26])[CH3:27])[CH2:20][CH2:21]2)=[O:13])=[CH:4][C:3]=1[Cl:29]. The yield is 0.850. (2) The reactants are [Cl:1][C:2]1[CH:3]=[N+:4]([O-:40])[CH:5]=[C:6]([Cl:39])[C:7]=1[CH2:8][C@@H:9]([C:24]1[CH:29]=[CH:28][C:27]([O:30][CH:31]([F:33])[F:32])=[C:26]([O:34][CH2:35][CH:36]2[CH2:38][CH2:37]2)[CH:25]=1)[O:10][C:11](=[O:23])[NH:12][CH2:13][C:14]1[CH:19]=[CH:18][C:17]([N+:20]([O-])=O)=[CH:16][CH:15]=1.CCOC(C)=O. The catalyst is C1COCC1.C([O-])(O)=O.[Na+]. The product is [NH2:20][C:17]1[CH:16]=[CH:15][C:14]([CH2:13][NH:12][C:11]([O:10][C@H:9]([C:24]2[CH:29]=[CH:28][C:27]([O:30][CH:31]([F:32])[F:33])=[C:26]([O:34][CH2:35][CH:36]3[CH2:38][CH2:37]3)[CH:25]=2)[CH2:8][C:7]2[C:2]([Cl:1])=[CH:3][N+:4]([O-:40])=[CH:5][C:6]=2[Cl:39])=[O:23])=[CH:19][CH:18]=1. The yield is 1.00. (3) The product is [CH2:28]([N:30]1[CH2:35][CH2:34][N:33]([CH2:26][CH:7]2[C:6](=[O:27])[C:5]3[C:4]4[C:12](=[CH:13][CH:14]=[C:2]([F:1])[CH:3]=4)[N:11]([CH2:15][C:16]4[CH:25]=[CH:24][C:19]([C:20]([O:22][CH3:23])=[O:21])=[CH:18][CH:17]=4)[C:10]=3[CH2:9][CH2:8]2)[CH2:32][CH2:31]1)[CH3:29]. The yield is 0.460. The catalyst is C1(C)C=CC=CC=1. The reactants are [F:1][C:2]1[CH:3]=[C:4]2[C:12](=[CH:13][CH:14]=1)[N:11]([CH2:15][C:16]1[CH:25]=[CH:24][C:19]([C:20]([O:22][CH3:23])=[O:21])=[CH:18][CH:17]=1)[C:10]1[CH2:9][CH2:8][C:7](=[CH2:26])[C:6](=[O:27])[C:5]2=1.[CH2:28]([N:30]1[CH2:35][CH2:34][NH:33][CH2:32][CH2:31]1)[CH3:29]. (4) The reactants are [CH3:1][O:2][CH2:3][CH2:4][CH2:5][S:6]([C:9]1[CH:14]=[CH:13][C:12]([C:15]2[CH:20]=[CH:19][C:18]([CH2:21][CH2:22][N:23]3[CH2:27][CH2:26][CH2:25][C@H:24]3[CH3:28])=[CH:17][CH:16]=2)=[CH:11][CH:10]=1)(=[O:8])=[O:7].C(#N)C.[C:32]([OH:44])(=[O:43])[CH2:33][C:34]([CH2:39][C:40]([OH:42])=[O:41])([C:36]([OH:38])=[O:37])[OH:35]. The catalyst is O. The product is [C:32]([OH:44])(=[O:43])[CH2:33][C:34]([CH2:39][C:40]([OH:42])=[O:41])([C:36]([OH:38])=[O:37])[OH:35].[C:32]([OH:44])(=[O:43])[CH2:33][C:34]([CH2:39][C:40]([OH:42])=[O:41])([C:36]([OH:38])=[O:37])[OH:35].[CH3:1][O:2][CH2:3][CH2:4][CH2:5][S:6]([C:9]1[CH:14]=[CH:13][C:12]([C:15]2[CH:20]=[CH:19][C:18]([CH2:21][CH2:22][N:23]3[CH2:27][CH2:26][CH2:25][C@H:24]3[CH3:28])=[CH:17][CH:16]=2)=[CH:11][CH:10]=1)(=[O:8])=[O:7]. The yield is 0.910. (5) The reactants are [F:1][C:2]1([F:22])[CH2:6][N:5]([C:7]2[CH:12]=[CH:11][C:10]([N+:13]([O-:15])=[O:14])=[C:9]([C:16]([F:19])([F:18])[F:17])[CH:8]=2)[C@H:4]([CH2:20][OH:21])[CH2:3]1.C(N(CC)CC)C.[CH3:30][S:31](Cl)(=[O:33])=[O:32]. The catalyst is C(Cl)Cl. The product is [CH3:30][S:31]([O:21][CH2:20][C@@H:4]1[CH2:3][C:2]([F:1])([F:22])[CH2:6][N:5]1[C:7]1[CH:12]=[CH:11][C:10]([N+:13]([O-:15])=[O:14])=[C:9]([C:16]([F:18])([F:19])[F:17])[CH:8]=1)(=[O:33])=[O:32]. The yield is 0.960.